This data is from Forward reaction prediction with 1.9M reactions from USPTO patents (1976-2016). The task is: Predict the product of the given reaction. (1) Given the reactants [C:1]([O:5][C:6](=[O:32])[NH:7][C@H:8]1[CH2:13][CH2:12][C@@H:11]([NH:14][C:15]([C:17]2[C:18]([NH:24][CH:25]3[CH2:30][CH2:29][N:28]([CH3:31])[CH2:27][CH2:26]3)=[N:19][CH:20]=[C:21]([F:23])[CH:22]=2)=[O:16])[CH2:10][CH2:9]1)([CH3:4])([CH3:3])[CH3:2].[C:33](N1C=CN=C1)(N1C=CN=C1)=[O:34].[H-].[Na+], predict the reaction product. The product is: [C:1]([O:5][C:6](=[O:32])[NH:7][C@H:8]1[CH2:13][CH2:12][C@@H:11]([N:14]2[C:15](=[O:16])[C:17]3[CH:22]=[C:21]([F:23])[CH:20]=[N:19][C:18]=3[N:24]([CH:25]3[CH2:26][CH2:27][N:28]([CH3:31])[CH2:29][CH2:30]3)[C:33]2=[O:34])[CH2:10][CH2:9]1)([CH3:4])([CH3:3])[CH3:2]. (2) The product is: [F:17][C:8]1([F:18])[CH2:7][O:6][C:5]2[CH:19]=[CH:20][C:2]([C:30]#[C:29][C@@:27]([OH:31])([C:23]3[N:22]=[N:21][CH:26]=[CH:25][CH:24]=3)[CH3:28])=[CH:3][C:4]=2[N:10]2[N:11]=[C:12]([C:14]([NH2:16])=[O:15])[CH:13]=[C:9]12. Given the reactants I[C:2]1[CH:20]=[CH:19][C:5]2[O:6][CH2:7][C:8]([F:18])([F:17])[C:9]3[N:10]([N:11]=[C:12]([C:14]([NH2:16])=[O:15])[CH:13]=3)[C:4]=2[CH:3]=1.[N:21]1[CH:26]=[CH:25][CH:24]=[C:23]([C@:27]([OH:31])([C:29]#[CH:30])[CH3:28])[N:22]=1, predict the reaction product. (3) The product is: [C:50]([OH:55])(=[O:54])[C:51]([OH:53])=[O:52].[CH3:3][CH:2]([O:4][C:5]1[N:6]=[C:7]([CH:11]2[CH2:15][CH2:14][N:13]([CH2:47][CH2:46][C:45]3[C:40]([N:35]4[CH2:36][CH2:37][CH2:38][CH2:39][C:34]4=[O:33])=[N:41][CH:42]=[CH:43][CH:44]=3)[CH2:12]2)[CH:8]=[CH:9][CH:10]=1)[CH3:1]. Given the reactants [CH3:1][CH:2]([O:4][C:5]1[CH:10]=[CH:9][CH:8]=[C:7]([CH:11]2[CH2:15][CH2:14][NH:13][CH2:12]2)[N:6]=1)[CH3:3].C(O)(=O)C.C(N(CC)C(C)C)(C)C.C([BH3-])#N.[Na+].[O:33]=[C:34]1[CH2:39][CH2:38][CH2:37][CH2:36][N:35]1[C:40]1[C:45]([CH2:46][CH:47]=O)=[CH:44][CH:43]=[CH:42][N:41]=1.Cl.[C:50]([OH:55])(=[O:54])[C:51]([OH:53])=[O:52], predict the reaction product. (4) Given the reactants Br[C:2]1[C:8]([Cl:9])=[CH:7][C:5]([NH2:6])=[CH:4][C:3]=1[Cl:10].[Cu][C:12]#[N:13], predict the reaction product. The product is: [NH2:6][C:5]1[CH:7]=[C:8]([Cl:9])[C:2]([C:12]#[N:13])=[C:3]([Cl:10])[CH:4]=1.